Dataset: Peptide-MHC class II binding affinity with 134,281 pairs from IEDB. Task: Regression. Given a peptide amino acid sequence and an MHC pseudo amino acid sequence, predict their binding affinity value. This is MHC class II binding data. (1) The peptide sequence is YDKFLNNVSTVLTGK. The MHC is DRB1_1302 with pseudo-sequence DRB1_1302. The binding affinity (normalized) is 0.743. (2) The binding affinity (normalized) is 0. The MHC is DRB1_0302 with pseudo-sequence DRB1_0302. The peptide sequence is CNESSMQSLRQRKSVNALNS. (3) The peptide sequence is IGITDRDFIEGVHGG. The MHC is HLA-DQA10501-DQB10402 with pseudo-sequence HLA-DQA10501-DQB10402. The binding affinity (normalized) is 0. (4) The peptide sequence is VHPVLCSSSPTILDN. The MHC is DRB1_0101 with pseudo-sequence DRB1_0101. The binding affinity (normalized) is 0.560. (5) The peptide sequence is FEAMYLGTCQTLTPM. The MHC is HLA-DPA10201-DPB10101 with pseudo-sequence HLA-DPA10201-DPB10101. The binding affinity (normalized) is 0.601. (6) The peptide sequence is CVPKVTFTVEKGSNE. The MHC is DRB1_1302 with pseudo-sequence DRB1_1302. The binding affinity (normalized) is 0.0337.